This data is from Retrosynthesis with 50K atom-mapped reactions and 10 reaction types from USPTO. The task is: Predict the reactants needed to synthesize the given product. (1) Given the product CC(C)(C)OC(=O)N1CCN(C(=O)c2cc(F)ccc2C(F)(F)F)CC1, predict the reactants needed to synthesize it. The reactants are: CC(C)(C)OC(=O)N1CCNCC1.O=C(Cl)c1cc(F)ccc1C(F)(F)F. (2) Given the product NNc1ccc(Br)cn1, predict the reactants needed to synthesize it. The reactants are: Clc1ccc(Br)cn1.NN. (3) Given the product CCCN(C(=O)c1ccc(N2CCN(CCCCC3(C(=O)NCC(F)(F)F)c4ccccc4-c4ccccc43)CC2)nc1)C1CCCCC1, predict the reactants needed to synthesize it. The reactants are: C=CCN(C(=O)c1ccc(N2CCN(CCCCC3(C(=O)NCC(F)(F)F)c4ccccc4-c4ccccc43)CC2)nc1)C1CCCCC1. (4) Given the product CC(C)(C)OC(=O)N[C@@H](Cc1ccc(C(F)(F)F)cc1)CN(C(=O)OC(C)(C)C)c1nnc(-c2ccc(N)c(O)c2)s1, predict the reactants needed to synthesize it. The reactants are: CC(C)(C)OC(=O)N[C@@H](Cc1ccc(C(F)(F)F)cc1)CN(C(=O)OC(C)(C)C)c1nnc(-c2ccc([N+](=O)[O-])c(O)c2)s1. (5) Given the product CCOC(=O)c1c(N2CCN(C(=O)c3cccs3)CC2)c2sccc2n(Cc2cccc(F)c2)c1=O, predict the reactants needed to synthesize it. The reactants are: CCOC(=O)c1c(N2CCN(C(=O)c3cccs3)CC2)c2sccc2[nH]c1=O.Fc1cccc(CBr)c1. (6) The reactants are: CO.O=C(O)C=Cc1ccccc1. Given the product COC(=O)C=Cc1ccccc1, predict the reactants needed to synthesize it. (7) Given the product COc1ccc(C)nc1, predict the reactants needed to synthesize it. The reactants are: CI.Cc1ccc(O)cn1. (8) Given the product O=C(O)c1ccc2c(c1)NC(=O)c1ccccc1C2, predict the reactants needed to synthesize it. The reactants are: Nc1cc(C(=O)O)ccc1Cc1ccccc1C(=O)O. (9) Given the product CC(C)[C@H](NS(=O)(=O)c1ccc(-c2ccc(NC(=O)c3nc4cc(C(F)(F)F)ccc4s3)cc2)cc1)C(=O)O, predict the reactants needed to synthesize it. The reactants are: CC(C)[C@H](NS(=O)(=O)c1ccc(-c2ccc(NC(=O)c3nc4cc(C(F)(F)F)ccc4s3)cc2)cc1)C(=O)OC(C)(C)C. (10) Given the product O=C(O)c1cn2cc(Br)cc(C(F)(F)F)c2n1, predict the reactants needed to synthesize it. The reactants are: CCOC(=O)c1cn2cc(Br)cc(C(F)(F)F)c2n1.